Binary Classification. Given a drug SMILES string, predict its activity (active/inactive) in a high-throughput screening assay against a specified biological target. From a dataset of Cav3 T-type calcium channel HTS with 100,875 compounds. The drug is Clc1sc(C(=O)Nc2c(SC)cccc2)cc1. The result is 0 (inactive).